From a dataset of Full USPTO retrosynthesis dataset with 1.9M reactions from patents (1976-2016). Predict the reactants needed to synthesize the given product. (1) Given the product [Cl:1][C:2]1[C:3]([F:13])=[C:4]([N:8]2[CH:22]=[C:23]([C:24]([O:26][CH2:27][CH3:28])=[O:25])[C:29]([OH:31])=[N:9]2)[CH:5]=[CH:6][CH:7]=1, predict the reactants needed to synthesize it. The reactants are: [Cl:1][C:2]1[C:3]([F:13])=[C:4]([NH:8][NH:9]C(=O)C)[CH:5]=[CH:6][CH:7]=1.P(Cl)(Cl)(Cl)=O.C(O[CH:22]=[C:23]([C:29]([O:31]CC)=O)[C:24]([O:26][CH2:27][CH3:28])=[O:25])C.O. (2) Given the product [S:53]1[CH:54]=[C:50]([CH2:49][C:48]2[C:47]([OH:46])=[C:14]([C:17]([OH:19])=[O:18])[C:13]3[C:8](=[C:9]4[CH2:23][CH2:22][CH2:21][CH2:20][C:10]4=[CH:11][CH:12]=3)[N:7]=2)[C:51]2[CH:58]=[CH:57][CH:56]=[CH:55][C:52]1=2, predict the reactants needed to synthesize it. The reactants are: ClC1C=C(C=CC=1Cl)CC1C(O)=[C:14]([C:17]([OH:19])=[O:18])[C:13]2[C:8](=[C:9]3[CH2:23][CH2:22][CH2:21][CH2:20][C:10]3=[CH:11][CH:12]=2)[N:7]=1.N1C2C(=CC=C3CCCCC3=2)C(=O)C1=O.C([O:46][CH2:47][C:48](=O)[CH2:49][C:50]1[C:51]2[CH:58]=[CH:57][CH:56]=[CH:55][C:52]=2[S:53][CH:54]=1)(=O)C. (3) Given the product [CH3:8][C:6]1([CH3:7])[C:2]([CH3:1])=[CH:3][CH2:4][CH:5]1/[CH:9]=[CH:10]/[N:12]1[CH2:17][CH2:16][O:15][CH2:14][CH2:13]1, predict the reactants needed to synthesize it. The reactants are: [CH3:1][C:2]1[C:6]([CH3:8])([CH3:7])[CH:5]([CH2:9][CH:10]=O)[CH2:4][CH:3]=1.[NH:12]1[CH2:17][CH2:16][O:15][CH2:14][CH2:13]1. (4) Given the product [CH3:15][O:8][C:7](=[O:9])[C:6]1[CH:10]=[CH:11][C:3]([C:1]#[N:2])=[CH:4][C:5]=1[O:12][CH3:13], predict the reactants needed to synthesize it. The reactants are: [C:1]([C:3]1[CH:11]=[CH:10][C:6]([C:7]([OH:9])=[O:8])=[C:5]([O:12][CH3:13])[CH:4]=1)#[N:2].O.[C:15]1(C)C=CC(S(O)(=O)=O)=CC=1. (5) Given the product [F:11][C:12]([F:24])([F:25])[C:13]1[CH:23]=[CH:22][C:16]([O:17][CH2:18][CH2:19][CH:20]=[O:21])=[CH:15][CH:14]=1, predict the reactants needed to synthesize it. The reactants are: CS(C)=O.C(Cl)(=O)C(Cl)=O.[F:11][C:12]([F:25])([F:24])[C:13]1[CH:23]=[CH:22][C:16]([O:17][CH2:18][CH2:19][CH2:20][OH:21])=[CH:15][CH:14]=1.C(N(CC)CC)C. (6) Given the product [CH2:17]([O:8][C:5]1[CH:6]=[CH:7][C:2]([CH3:1])=[C:3]([N+:9]([O-:11])=[O:10])[CH:4]=1)[CH:18]([CH3:20])[CH3:19], predict the reactants needed to synthesize it. The reactants are: [CH3:1][C:2]1[CH:7]=[CH:6][C:5]([OH:8])=[CH:4][C:3]=1[N+:9]([O-:11])=[O:10].CS(O[CH2:17][CH:18]([CH3:20])[CH3:19])(=O)=O.CC1C=CC(OCCC)=CC=1[N+]([O-])=O. (7) Given the product [CH:13]([C:2]1[CH:3]=[C:4]([CH2:8][CH:9]([CH3:12])[C:10]#[N:11])[CH:5]=[CH:6][CH:7]=1)=[O:14], predict the reactants needed to synthesize it. The reactants are: Br[C:2]1[CH:3]=[C:4]([CH2:8][CH:9]([CH3:12])[C:10]#[N:11])[CH:5]=[CH:6][CH:7]=1.[CH:13]([O-])=[O:14].[Na+]. (8) The reactants are: [Cl:1][C:2]1[CH:7]=[C:6]([N+:8]([O-])=O)[CH:5]=[CH:4][C:3]=1[CH2:11][CH2:12][N:13]([CH2:16][CH3:17])[CH2:14][CH3:15].[H][H]. Given the product [Cl:1][C:2]1[CH:7]=[C:6]([NH2:8])[CH:5]=[CH:4][C:3]=1[CH2:11][CH2:12][N:13]([CH2:16][CH3:17])[CH2:14][CH3:15], predict the reactants needed to synthesize it.